This data is from Catalyst prediction with 721,799 reactions and 888 catalyst types from USPTO. The task is: Predict which catalyst facilitates the given reaction. (1) Reactant: [Cl:1][C:2]1[CH:7]=[C:6]([N+:8]([O-:10])=[O:9])[CH:5]=[CH:4][C:3]=1[CH2:11][C:12]([OH:14])=O.C1N=CN(C(N2C=NC=C2)=O)C=1.Cl.[O:28]([NH2:30])[CH3:29]. Product: [Cl:1][C:2]1[CH:7]=[C:6]([N+:8]([O-:10])=[O:9])[CH:5]=[CH:4][C:3]=1[CH2:11][C:12]([NH:30][O:28][CH3:29])=[O:14]. The catalyst class is: 3. (2) Reactant: [CH:1]([O:4][CH2:5][CH2:6][OH:7])([CH3:3])[CH3:2].[CH3:8][S:9](Cl)(=[O:11])=[O:10].C(N(CC)CC)C. Product: [CH:1]([O:4][CH2:5][CH2:6][O:7][S:9]([CH3:8])(=[O:11])=[O:10])([CH3:3])[CH3:2]. The catalyst class is: 64. (3) Reactant: [C:1]([C:5]1[CH:23]=[CH:22][C:8]([C:9]([NH:11][C:12]2[N:13]=[C:14]3[CH:19]=[CH:18][C:17](Cl)=[N:16][N:15]3[CH:21]=2)=[O:10])=[CH:7][CH:6]=1)([CH3:4])([CH3:3])[CH3:2].[NH:24]1[CH:28]=[CH:27][N:26]=[CH:25]1.C(=O)([O-])[O-].[K+].[K+].O. Product: [C:1]([C:5]1[CH:23]=[CH:22][C:8]([C:9]([NH:11][C:12]2[N:13]=[C:14]3[CH:19]=[CH:18][C:17]([N:24]4[CH:28]=[CH:27][N:26]=[CH:25]4)=[N:16][N:15]3[CH:21]=2)=[O:10])=[CH:7][CH:6]=1)([CH3:4])([CH3:3])[CH3:2]. The catalyst class is: 9. (4) Reactant: [C:1]([N:3]=[S:4]([C:7]1[CH:24]=[CH:23][C:10]([CH2:11][N:12]2C(=O)C3C(=CC=CC=3)C2=O)=[CH:9][CH:8]=1)([CH3:6])=[O:5])#[N:2].NCCN.O1CCCC1.C(O)C. Product: [C:1]([N:3]=[S:4]([C:7]1[CH:24]=[CH:23][C:10]([CH2:11][NH2:12])=[CH:9][CH:8]=1)([CH3:6])=[O:5])#[N:2]. The catalyst class is: 10. (5) Reactant: Cl.[Cl:2][C:3]1[CH:8]=[CH:7][C:6]([C:9]2[C:14]([C@@H:15]3[CH2:17][C@H:16]3[NH:18]C(=O)OC(C)(C)C)=[CH:13][CH:12]=[C:11]([C:26]3[CH:31]=[CH:30][CH:29]=[C:28]([C:32]([F:35])([F:34])[F:33])[CH:27]=3)[N:10]=2)=[CH:5][CH:4]=1. Product: [ClH:2].[Cl:2][C:3]1[CH:8]=[CH:7][C:6]([C:9]2[C:14]([C@@H:15]3[CH2:17][C@H:16]3[NH2:18])=[CH:13][CH:12]=[C:11]([C:26]3[CH:31]=[CH:30][CH:29]=[C:28]([C:32]([F:35])([F:33])[F:34])[CH:27]=3)[N:10]=2)=[CH:5][CH:4]=1. The catalyst class is: 12. (6) Reactant: [NH2:1][C:2]1[CH:9]=[C:8]([Cl:10])[CH:7]=[CH:6][C:3]=1[CH:4]=O.[ClH:11].[NH2:12][NH:13][C:14]([NH:16][NH2:17])=[NH:15]. Product: [ClH:10].[NH2:1][C:2]1[CH:9]=[C:8]([Cl:10])[CH:7]=[CH:6][C:3]=1[CH:4]=[N:12][NH:13][C:14]([NH:16][N:17]=[CH:4][C:3]1[CH:6]=[CH:7][C:8]([Cl:11])=[CH:9][C:2]=1[NH2:1])=[NH:15]. The catalyst class is: 14. (7) Reactant: C(OC(=O)[NH:7][C:8]1[CH:9]=[C:10]([C:14]2[CH:15]=[N:16][CH:17]=[CH:18][CH:19]=2)[CH:11]=[N:12][CH:13]=1)(C)(C)C.[ClH:21]. Product: [ClH:21].[ClH:21].[NH2:7][C:8]1[CH:13]=[N:12][CH:11]=[C:10]([C:14]2[CH:15]=[N:16][CH:17]=[CH:18][CH:19]=2)[CH:9]=1. The catalyst class is: 5.